From a dataset of Forward reaction prediction with 1.9M reactions from USPTO patents (1976-2016). Predict the product of the given reaction. (1) Given the reactants Cl.[Br:2][C:3]1[CH:4]=[CH:5][C:6]2[N:7]([C:9]([CH:12]([CH3:14])[CH3:13])=[N:10][N:11]=2)[CH:8]=1.O.[OH-].[Na+], predict the reaction product. The product is: [Br:2][C:3]1[CH:4]=[CH:5][C:6]2[N:7]([C:9]([CH:12]([CH3:14])[CH3:13])=[N:10][N:11]=2)[CH:8]=1. (2) Given the reactants [F:1][C:2]1[CH:3]=[C:4]([NH:9][C:10]2[CH:15]=[CH:14][N:13]=[C:12]([NH:16][C:17]3[CH:22]=[CH:21][C:20]([S:23]([N:26]([CH3:33])[CH:27]4[CH2:32][CH2:31][NH:30][CH2:29][CH2:28]4)(=[O:25])=[O:24])=[CH:19][CH:18]=3)[N:11]=2)[CH:5]=[CH:6][C:7]=1[F:8].[CH3:34][C:35]1[O:39][N:38]=[C:37]([CH:40]=O)[CH:36]=1, predict the reaction product. The product is: [F:1][C:2]1[CH:3]=[C:4]([NH:9][C:10]2[CH:15]=[CH:14][N:13]=[C:12]([NH:16][C:17]3[CH:18]=[CH:19][C:20]([S:23]([N:26]([CH3:33])[CH:27]4[CH2:32][CH2:31][N:30]([CH2:40][C:37]5[CH:36]=[C:35]([CH3:34])[O:39][N:38]=5)[CH2:29][CH2:28]4)(=[O:24])=[O:25])=[CH:21][CH:22]=3)[N:11]=2)[CH:5]=[CH:6][C:7]=1[F:8]. (3) Given the reactants Cl[C:2]1[C:12]2[CH2:11][CH2:10][N:9]([C:13]3[C:18]([C:19]([F:22])([F:21])[F:20])=[CH:17][CH:16]=[CH:15][N:14]=3)[CH2:8][CH2:7][C:6]=2[N:5]=[C:4]([CH:23]([CH3:25])[CH3:24])[N:3]=1.[Br:26][C:27]1[CH:33]=[CH:32][C:30]([NH2:31])=[CH:29][CH:28]=1.C1(C)C=CC(S(O)(=O)=O)=CC=1, predict the reaction product. The product is: [Br:26][C:27]1[CH:33]=[CH:32][C:30]([NH:31][C:2]2[C:12]3[CH2:11][CH2:10][N:9]([C:13]4[C:18]([C:19]([F:22])([F:21])[F:20])=[CH:17][CH:16]=[CH:15][N:14]=4)[CH2:8][CH2:7][C:6]=3[N:5]=[C:4]([CH:23]([CH3:24])[CH3:25])[N:3]=2)=[CH:29][CH:28]=1. (4) Given the reactants [C:1]([N:5]1[C:9]2[CH:10]=[CH:11][CH:12]=[CH:13][C:8]=2[O:7][C:6]1=[O:14])(=[O:4])[CH2:2][CH3:3].[CH:15](=[O:20])[CH2:16][CH2:17][CH2:18][CH3:19], predict the reaction product. The product is: [CH3:3][C@H:2]([C@@H:15]([OH:20])[CH2:16][CH2:17][CH2:18][CH3:19])[C:1]([N:5]1[C:9]2[CH:10]=[CH:11][CH:12]=[CH:13][C:8]=2[O:7][C:6]1=[O:14])=[O:4]. (5) Given the reactants [CH3:1][C:2]1[N:7]=[C:6]([NH2:8])[CH:5]=[CH:4][CH:3]=1.[Br:9][C:10]1[N:15]=[C:14]([C:16](O)=[O:17])[CH:13]=[CH:12][CH:11]=1, predict the reaction product. The product is: [Br:9][C:10]1[N:15]=[C:14]([C:16]([NH:8][C:6]2[CH:5]=[CH:4][CH:3]=[C:2]([CH3:1])[N:7]=2)=[O:17])[CH:13]=[CH:12][CH:11]=1. (6) Given the reactants [Cl:1][C:2]1[C:3]([NH:11][CH3:12])=[N:4][CH:5]=[C:6]([N+:8]([O-])=O)[CH:7]=1.C(O)(=O)C.[OH-].[Na+], predict the reaction product. The product is: [Cl:1][C:2]1[C:3]([NH:11][CH3:12])=[N:4][CH:5]=[C:6]([NH2:8])[CH:7]=1. (7) Given the reactants [CH3:1][O:2][C:3]1[C:12]2[O:11][CH2:10][O:9][CH2:8][C:7]=2[CH:6]=[C:5]([CH:13]([NH:26][C:27]2[CH:32]=[CH:31][C:30]([C:33]3[N:37]=C(C)O[N:34]=3)=[CH:29][CH:28]=2)[C:14]2[NH:15][C:16](=[O:25])[N:17]([C:19]3[N:24]=[CH:23][CH:22]=[CH:21][N:20]=3)[N:18]=2)[CH:4]=1.O.[C:40]([OH:43])(=[O:42])[CH3:41], predict the reaction product. The product is: [C:40]([OH:43])(=[O:42])[CH3:41].[CH3:1][O:2][C:3]1[C:12]2[O:11][CH2:10][O:9][CH2:8][C:7]=2[CH:6]=[C:5]([CH:13]([NH:26][C:27]2[CH:32]=[CH:31][C:30]([C:33]([NH2:37])=[NH:34])=[CH:29][CH:28]=2)[C:14]2[NH:15][C:16](=[O:25])[N:17]([C:19]3[N:20]=[CH:21][CH:22]=[CH:23][N:24]=3)[N:18]=2)[CH:4]=1. (8) Given the reactants [CH3:1][O:2][C:3]1[CH:4]=[C:5]([NH:11][C:12]2[C:21]3[C:16](=[CH:17][CH:18]=[C:19]([N+:22]([O-:24])=[O:23])[CH:20]=3)[N:15]=[C:14]([CH3:25])[N:13]=2)[CH:6]=[CH:7][C:8]=1[O:9][CH3:10].[CH3:26]I.[H-].[Na+], predict the reaction product. The product is: [CH3:1][O:2][C:3]1[CH:4]=[C:5]([N:11]([C:12]2[C:21]3[C:16](=[CH:17][CH:18]=[C:19]([N+:22]([O-:24])=[O:23])[CH:20]=3)[N:15]=[C:14]([CH3:25])[N:13]=2)[CH3:26])[CH:6]=[CH:7][C:8]=1[O:9][CH3:10]. (9) Given the reactants [K].[CH2:2]([O:4][C:5](=[O:11])[CH:6]([C:9]#[N:10])[CH:7]=[O:8])[CH3:3].[Cl-].[C:13]1([S+:19]([C:26]2[CH:31]=[CH:30][CH:29]=[CH:28][CH:27]=2)[C:20]2[CH:25]=[CH:24][CH:23]=[CH:22][CH:21]=2)[CH:18]=[CH:17][CH:16]=[CH:15][CH:14]=1, predict the reaction product. The product is: [C:26]1([S+:19]([C:13]2[CH:14]=[CH:15][CH:16]=[CH:17][CH:18]=2)[C:20]2[CH:25]=[CH:24][CH:23]=[CH:22][CH:21]=2)[CH:27]=[CH:28][CH:29]=[CH:30][CH:31]=1.[CH2:2]([O:4][C:5](=[O:11])[CH:6]([C:9]#[N:10])[CH:7]=[O:8])[CH3:3]. (10) Given the reactants C[O:2][C:3]([C@@H:5]1[O:9][C:8](=[O:10])[N:7]([C:11]2[CH:22]=[CH:21][C:14]3[N:15]([CH3:20])[C:16](=[S:19])[CH2:17][S:18][C:13]=3[CH:12]=2)[CH2:6]1)=O.[NH3:23], predict the reaction product. The product is: [CH3:20][N:15]1[C:14]2[CH:21]=[CH:22][C:11]([N:7]3[CH2:6][CH:5]([C:3]([NH2:23])=[O:2])[O:9][C:8]3=[O:10])=[CH:12][C:13]=2[S:18][CH2:17][C:16]1=[S:19].